Predict which catalyst facilitates the given reaction. From a dataset of Catalyst prediction with 721,799 reactions and 888 catalyst types from USPTO. (1) Reactant: C[O:2][C:3]1[CH:8]=[C:7]([O:9]C)[CH:6]=[CH:5][C:4]=1[C:11]1[C:20](=[O:21])[C:19]2[C:14](=[CH:15][C:16]([O:22]C)=[CH:17][CH:18]=2)[O:13][CH:12]=1.B(Br)(Br)Br. Product: [OH:2][C:3]1[CH:8]=[C:7]([OH:9])[CH:6]=[CH:5][C:4]=1[C:11]1[C:20](=[O:21])[C:19]2[C:14](=[CH:15][C:16]([OH:22])=[CH:17][CH:18]=2)[O:13][CH:12]=1. The catalyst class is: 2. (2) Reactant: [CH3:1][N:2]1[C:10]2[C:5](=[C:6]([CH3:11])[CH:7]=[CH:8][CH:9]=2)[C:4]([CH2:12][N:13]2[C:21]3[C:16](=[N:17][CH:18]=[CH:19][CH:20]=3)[N:15]([C@@H:22]([CH2:27][CH2:28][CH3:29])[CH2:23][C:24]([OH:26])=[O:25])[C:14]2=[O:30])=[CH:3]1.C1N=CN(C(N2C=NC=C2)=O)C=1.[CH3:43][C:44]([S:47]([NH2:50])(=[O:49])=[O:48])([CH3:46])[CH3:45].C1CCN2C(=NCCC2)CC1.Cl. The catalyst class is: 20. Product: [NH4+:2].[OH-:25].[CH3:1][N:2]1[C:10]2[C:5](=[C:6]([CH3:11])[CH:7]=[CH:8][CH:9]=2)[C:4]([CH2:12][N:13]2[C:21]3[C:16](=[N:17][CH:18]=[CH:19][CH:20]=3)[N:15]([C@@H:22]([CH2:27][CH2:28][CH3:29])[CH2:23][C:24]([NH:50][S:47]([C:44]([CH3:46])([CH3:45])[CH3:43])(=[O:49])=[O:48])=[O:26])[C:14]2=[O:30])=[CH:3]1. (3) Reactant: [C:1]([CH:3]([C:25]1[CH:30]=[CH:29][C:28]([Cl:31])=[C:27]([Cl:32])[CH:26]=1)[N:4]1[C:13]2[C:8](=[CH:9][CH:10]=[C:11]([C:14]([F:17])([F:16])[F:15])[CH:12]=2)[N:7]([C:18]([O:20][CH2:21][CH3:22])=[O:19])[CH:6]([CH2:23][CH3:24])[CH2:5]1)#[N:2].[N-:33]=[N+:34]=[N-:35].[Na+].[NH4+].[Cl-]. Product: [Cl:32][C:27]1[CH:26]=[C:25]([CH:3]([C:1]2[N:33]=[N:34][NH:35][N:2]=2)[N:4]2[C:13]3[C:8](=[CH:9][CH:10]=[C:11]([C:14]([F:15])([F:16])[F:17])[CH:12]=3)[N:7]([C:18]([O:20][CH2:21][CH3:22])=[O:19])[CH:6]([CH2:23][CH3:24])[CH2:5]2)[CH:30]=[CH:29][C:28]=1[Cl:31]. The catalyst class is: 634.